This data is from Reaction yield outcomes from USPTO patents with 853,638 reactions. The task is: Predict the reaction yield, written as a fraction of the theoretical maximum amount of product (1.0 means a 100% yield; for example, 0.34 means a 34% yield). (1) The reactants are [C:1]([O:5][C:6](=[O:16])[NH:7][CH2:8][CH2:9][C:10]1[CH:15]=[CH:14][N:13]=[CH:12][CH:11]=1)([CH3:4])([CH3:3])[CH3:2].Cl. The catalyst is CO.O=[Pt]=O. The product is [C:1]([O:5][C:6](=[O:16])[NH:7][CH2:8][CH2:9][CH:10]1[CH2:11][CH2:12][NH:13][CH2:14][CH2:15]1)([CH3:4])([CH3:2])[CH3:3]. The yield is 0.950. (2) The reactants are [C:1]([NH:4][C:5]1[N:10]=[CH:9][C:8]([C:11]2[CH:12]=[N:13][N:14]([CH:16]3[CH2:21][CH2:20][N:19](C(OC(C)(C)C)=O)[CH2:18][CH2:17]3)[CH:15]=2)=[CH:7][C:6]=1[O:29][CH:30]([C:32]1[C:37]([Cl:38])=[CH:36][CH:35]=[C:34]([F:39])[C:33]=1[Cl:40])[CH3:31])(=[O:3])[CH3:2].O1CCOCC1.Cl. The catalyst is C(OCC)(=O)C. The product is [Cl:40][C:33]1[C:34]([F:39])=[CH:35][CH:36]=[C:37]([Cl:38])[C:32]=1[CH:30]([O:29][C:6]1[C:5]([NH:4][C:1](=[O:3])[CH3:2])=[N:10][CH:9]=[C:8]([C:11]2[CH:12]=[N:13][N:14]([CH:16]3[CH2:21][CH2:20][NH:19][CH2:18][CH2:17]3)[CH:15]=2)[CH:7]=1)[CH3:31]. The yield is 0.588. (3) The reactants are Cl[C:2]1[N:7]=[N:6][C:5]([C:8]([O:10][CH3:11])=[O:9])=[CH:4][CH:3]=1.[F:12][C:13]1[C:14]([C:19]2([CH2:23][NH2:24])[CH2:22][CH2:21][CH2:20]2)=[N:15][CH:16]=[CH:17][CH:18]=1.CCN(C(C)C)C(C)C.CN1C(=O)CCC1. The catalyst is O.C(OCC)(=O)C. The product is [F:12][C:13]1[C:14]([C:19]2([CH2:23][NH:24][C:2]3[N:7]=[N:6][C:5]([C:8]([O:10][CH3:11])=[O:9])=[CH:4][CH:3]=3)[CH2:22][CH2:21][CH2:20]2)=[N:15][CH:16]=[CH:17][CH:18]=1. The yield is 0.480. (4) The reactants are [Br:1][C:2]1[C:14](=[O:15])[N:13]([CH:16]2[CH2:20][CH2:19][CH2:18][CH2:17]2)[C:5]2[N:6]=[C:7](S(C)=O)[N:8]=[CH:9][C:4]=2[C:3]=1[CH3:21].[NH2:22][C:23]1[CH:28]=[CH:27][CH:26]=[CH:25][N:24]=1. The catalyst is C1(C)C=CC=CC=1. The product is [Br:1][C:2]1[C:14](=[O:15])[N:13]([CH:16]2[CH2:20][CH2:19][CH2:18][CH2:17]2)[C:5]2[N:6]=[C:7]([NH:22][C:23]3[CH:28]=[CH:27][CH:26]=[CH:25][N:24]=3)[N:8]=[CH:9][C:4]=2[C:3]=1[CH3:21]. The yield is 0.300. (5) The reactants are [F:1][C:2]1[CH:7]=[CH:6][C:5]([O:8][C:9]2[CH:16]=[CH:15][C:14]([CH:17]=[O:18])=[CH:13][C:10]=2[C:11]#[N:12])=[CH:4][C:3]=1[C:19]([F:22])([F:21])[F:20].[BH4-].[Na+]. The catalyst is C(O)C. The product is [F:1][C:2]1[CH:7]=[CH:6][C:5]([O:8][C:9]2[CH:16]=[CH:15][C:14]([CH2:17][OH:18])=[CH:13][C:10]=2[C:11]#[N:12])=[CH:4][C:3]=1[C:19]([F:20])([F:21])[F:22]. The yield is 0.700. (6) The reactants are [CH3:1][O:2][C:3](=[O:22])[C:4]1[CH:9]=[C:8]([CH:10]([OH:13])[CH2:11][CH3:12])[C:7]([C:14]([F:17])([F:16])[F:15])=[CH:6][C:5]=1[NH:18]C(=O)C.O.[C:24]1(C)[CH:29]=CC(S(O)(=O)=O)=C[CH:25]=1. The catalyst is CC(O)C.O.CCOC(C)=O. The product is [CH3:1][O:2][C:3](=[O:22])[C:4]1[CH:9]=[C:8]([CH:10]([O:13][CH:24]([CH3:29])[CH3:25])[CH2:11][CH3:12])[C:7]([C:14]([F:15])([F:16])[F:17])=[CH:6][C:5]=1[NH2:18]. The yield is 0.120. (7) The reactants are [O:1]1[C:5]2[CH:6]=[CH:7][CH:8]=[CH:9][C:4]=2[CH:3]=[C:2]1[C:10]1[C:18]2[C:13](=[CH:14][CH:15]=[C:16]([C:19](O)=[O:20])[CH:17]=2)[N:12](C2CCCCO2)[N:11]=1.F[P-](F)(F)(F)(F)F.N1(OC(N(C)C)=[N+](C)C)C2C=CC=CC=2N=N1.[CH3:52][N:53]([CH3:58])[CH2:54][CH2:55][CH2:56][NH2:57]. No catalyst specified. The product is [O:1]1[C:5]2[CH:6]=[CH:7][CH:8]=[CH:9][C:4]=2[CH:3]=[C:2]1[C:10]1[C:18]2[C:13](=[CH:14][CH:15]=[C:16]([C:19]([NH:57][CH2:56][CH2:55][CH2:54][N:53]([CH3:58])[CH3:52])=[O:20])[CH:17]=2)[NH:12][N:11]=1. The yield is 0.340.